Dataset: Peptide-MHC class II binding affinity with 134,281 pairs from IEDB. Task: Regression. Given a peptide amino acid sequence and an MHC pseudo amino acid sequence, predict their binding affinity value. This is MHC class II binding data. (1) The peptide sequence is KLGEVSWEEEA. The MHC is DRB3_0301 with pseudo-sequence DRB3_0301. The binding affinity (normalized) is 0. (2) The peptide sequence is GLLQIVDKIDAAFKI. The MHC is DRB1_0802 with pseudo-sequence DRB1_0802. The binding affinity (normalized) is 0.612.